This data is from Catalyst prediction with 721,799 reactions and 888 catalyst types from USPTO. The task is: Predict which catalyst facilitates the given reaction. Reactant: [CH2:1]([O:3][C:4](=[O:21])[CH:5](OS(C)(=O)=O)[C:6]1[CH:11]=[CH:10][C:9]([C:12]([F:15])([F:14])[F:13])=[CH:8][CH:7]=1)[CH3:2].[NH2:22][C:23]1[CH:28]=[CH:27][CH:26]=[CH:25][CH:24]=1.CCN(C(C)C)C(C)C. Product: [CH2:1]([O:3][C:4](=[O:21])[CH:5]([NH:22][C:23]1[CH:28]=[CH:27][CH:26]=[CH:25][CH:24]=1)[C:6]1[CH:11]=[CH:10][C:9]([C:12]([F:15])([F:14])[F:13])=[CH:8][CH:7]=1)[CH3:2]. The catalyst class is: 10.